Task: Predict the product of the given reaction.. Dataset: Forward reaction prediction with 1.9M reactions from USPTO patents (1976-2016) (1) Given the reactants [NH2:1][C:2]1[CH:11]=[C:10]2[C:5]([CH2:6][CH2:7][C:8](=[O:12])[CH2:9]2)=[CH:4][CH:3]=1.[OH-].[K+], predict the reaction product. The product is: [NH2:1][C:2]1[CH:11]=[C:10]2[C:5]([CH2:6][CH2:7][CH:8]([OH:12])[CH2:9]2)=[CH:4][CH:3]=1. (2) Given the reactants [CH3:1][N:2]1[C@@H:19]2[CH2:20][C:7]3[CH:8]=[CH:9][C:10]([O:22][CH3:23])=[C:11]4[O:12][C@H:13]5[C:14]([CH2:16][CH2:17][C@:18]2([OH:21])[C@:5]5([C:6]=34)[CH2:4][CH2:3]1)=[O:15].Cl.C(=O)([O-])O.[Na+], predict the reaction product. The product is: [CH3:1][N:2]1[C@@H:19]2[CH2:20][C:7]3[CH:8]=[CH:9][C:10]([O:22][CH3:23])=[C:11]4[O:12][C@H:13]5[C:14]([CH2:16][CH2:17][C@:18]2([OH:21])[C@:5]5([C:6]=34)[CH2:4][CH2:3]1)=[O:15]. (3) Given the reactants [Cl:1][C:2]1[CH:7]=[C:6]([O:8][CH3:9])[N:5]=[C:4]([C:10]([OH:12])=O)[CH:3]=1.[F:13][C:14]1[CH:15]=[C:16]2[C:20](=[CH:21][CH:22]=1)[NH:19][CH2:18][CH2:17]2.CN(C(ON1N=NC2C=CC=CC1=2)=[N+](C)C)C.[B-](F)(F)(F)F.C(N(CC)CC)C, predict the reaction product. The product is: [Cl:1][C:2]1[CH:7]=[C:6]([O:8][CH3:9])[N:5]=[C:4]([C:10]([N:19]2[C:20]3[C:16](=[CH:15][C:14]([F:13])=[CH:22][CH:21]=3)[CH2:17][CH2:18]2)=[O:12])[CH:3]=1. (4) Given the reactants [CH2:1]([O:3][C:4]([N:6]1[CH2:11][CH2:10][CH:9]([C:12]2[C:20]3[C:15](=[N:16][CH:17]=[CH:18][CH:19]=3)[NH:14][CH:13]=2)[CH2:8][CH2:7]1)=[O:5])[CH3:2].Br[CH2:22][CH2:23][O:24][CH2:25][CH3:26], predict the reaction product. The product is: [CH2:1]([O:3][C:4]([N:6]1[CH2:11][CH2:10][CH:9]([C:12]2[C:20]3[C:15](=[N:16][CH:17]=[CH:18][CH:19]=3)[N:14]([CH2:22][CH2:23][O:24][CH2:25][CH3:26])[CH:13]=2)[CH2:8][CH2:7]1)=[O:5])[CH3:2]. (5) Given the reactants N[C:2]1[CH:9]=[C:8]([C:10]([F:13])([F:12])[F:11])[C:7]([O:14][CH2:15][CH3:16])=[CH:6][C:3]=1[C:4]#[N:5].N(OCCC(C)C)=O, predict the reaction product. The product is: [CH2:15]([O:14][C:7]1[CH:6]=[C:3]([CH:2]=[CH:9][C:8]=1[C:10]([F:11])([F:12])[F:13])[C:4]#[N:5])[CH3:16]. (6) Given the reactants C[O:2][C:3]([C:5]1[CH:6]=[C:7]2[C:11](=[CH:12][CH:13]=1)[N:10]([CH:14]([CH3:16])[CH3:15])[N:9]=[C:8]2[CH3:17])=O.COC(C1C=C2C(=CC=1)N(CC(C)C)N=C2C)=O, predict the reaction product. The product is: [CH:14]([N:10]1[C:11]2[C:7](=[CH:6][C:5]([CH2:3][OH:2])=[CH:13][CH:12]=2)[C:8]([CH3:17])=[N:9]1)([CH3:16])[CH3:15]. (7) The product is: [F:36][C:29]1[CH:30]=[CH:31][CH:32]=[CH:33][C:28]=1[NH:27][C:25](=[O:26])[NH:24][C:21]1[CH:20]=[CH:19][C:18]([C:15]2[S:14][C:13]([CH:10]3[CH2:9][CH2:8][N:7]([C:2]([CH3:1])([CH3:6])[C:3]([OH:5])=[O:4])[CH2:12][CH2:11]3)=[N:17][CH:16]=2)=[CH:23][CH:22]=1. Given the reactants [CH3:1][C:2]([N:7]1[CH2:12][CH2:11][CH:10]([C:13]2[S:14][C:15]([C:18]3[CH:23]=[CH:22][C:21]([NH:24][C:25]([NH:27][C:28]4[CH:33]=[C:32](F)[C:31](F)=[CH:30][C:29]=4[F:36])=[O:26])=[CH:20][CH:19]=3)=[CH:16][N:17]=2)[CH2:9][CH2:8]1)([CH3:6])[C:3]([OH:5])=[O:4].FC1C=CC=CC=1NC(=O)NC1C=CC(C2SC(C3CCN(C(C)(C)C(OC(C)(C)C)=O)CC3)=NC=2)=CC=1.Cl, predict the reaction product. (8) Given the reactants [F:1][C:2]1[CH:3]=[C:4]([S:8][CH2:9][CH:10]2[CH2:15][CH:14]([C:16]3[CH:21]=[CH:20][C:19]([C:22]([F:25])([F:24])[F:23])=[CH:18][CH:17]=3)[CH2:13][N:12]([C:26]([N:28]3[CH2:33][CH2:32][O:31][CH2:30][CH2:29]3)=[O:27])[CH2:11]2)[CH:5]=[CH:6][CH:7]=1.ClC1C=C(C=CC=1)C(OO)=[O:39], predict the reaction product. The product is: [F:1][C:2]1[CH:3]=[C:4]([S:8]([CH2:9][CH:10]2[CH2:15][CH:14]([C:16]3[CH:17]=[CH:18][C:19]([C:22]([F:25])([F:23])[F:24])=[CH:20][CH:21]=3)[CH2:13][N:12]([C:26]([N:28]3[CH2:29][CH2:30][O:31][CH2:32][CH2:33]3)=[O:27])[CH2:11]2)=[O:39])[CH:5]=[CH:6][CH:7]=1.